Task: Regression. Given a peptide amino acid sequence and an MHC pseudo amino acid sequence, predict their binding affinity value. This is MHC class I binding data.. Dataset: Peptide-MHC class I binding affinity with 185,985 pairs from IEDB/IMGT (1) The peptide sequence is YGFSDPLTF. The MHC is HLA-B15:01 with pseudo-sequence HLA-B15:01. The binding affinity (normalized) is 0.719. (2) The peptide sequence is IDNQKLSYL. The MHC is HLA-B40:01 with pseudo-sequence HLA-B40:01. The binding affinity (normalized) is 0. (3) The peptide sequence is RLLLLGLLLL. The MHC is HLA-A68:02 with pseudo-sequence HLA-A68:02. The binding affinity (normalized) is 0.243. (4) The peptide sequence is ILLVAVSFV. The MHC is HLA-A02:01 with pseudo-sequence HLA-A02:01. The binding affinity (normalized) is 0.762. (5) The peptide sequence is DEYGPVFVE. The MHC is HLA-A02:01 with pseudo-sequence HLA-A02:01. The binding affinity (normalized) is 0.0847. (6) The peptide sequence is KAVYNLATM. The MHC is H-2-Kb with pseudo-sequence H-2-Kb. The binding affinity (normalized) is 0.118. (7) The binding affinity (normalized) is 0.0847. The MHC is HLA-B53:01 with pseudo-sequence HLA-B53:01. The peptide sequence is KVADVDLAVPV. (8) The peptide sequence is EPLSPDTCL. The MHC is HLA-B51:01 with pseudo-sequence HLA-B51:01. The binding affinity (normalized) is 0.505. (9) The peptide sequence is ISDYDYYRY. The MHC is HLA-A30:02 with pseudo-sequence HLA-A30:02. The binding affinity (normalized) is 0.562. (10) The peptide sequence is HSKRKCDEL. The MHC is HLA-B07:02 with pseudo-sequence HLA-B07:02. The binding affinity (normalized) is 0.